From a dataset of Peptide-MHC class II binding affinity with 134,281 pairs from IEDB. Regression. Given a peptide amino acid sequence and an MHC pseudo amino acid sequence, predict their binding affinity value. This is MHC class II binding data. (1) The peptide sequence is ISGSSARYDVALSEQ. The MHC is HLA-DQA10501-DQB10303 with pseudo-sequence HLA-DQA10501-DQB10303. The binding affinity (normalized) is 0.359. (2) The peptide sequence is FYADDTAGWDTRITE. The MHC is HLA-DQA10501-DQB10402 with pseudo-sequence HLA-DQA10501-DQB10402. The binding affinity (normalized) is 0.514. (3) The peptide sequence is AFLLLGLAGNSSPSA. The MHC is DRB1_0901 with pseudo-sequence DRB1_0901. The binding affinity (normalized) is 0.754. (4) The peptide sequence is PAPMLAAAAGWQTLS. The MHC is HLA-DPA10103-DPB10401 with pseudo-sequence HLA-DPA10103-DPB10401. The binding affinity (normalized) is 0.406.